Dataset: Forward reaction prediction with 1.9M reactions from USPTO patents (1976-2016). Task: Predict the product of the given reaction. Given the reactants [C:1]([O:5][C:6](=[O:35])[N:7]([CH:9]1[CH2:14][CH2:13][CH:12]([NH:15][CH2:16][C:17]2[CH:18]=[C:19]([C:25]3[CH:30]=[CH:29][C:28]([S:31]([CH3:34])(=[O:33])=[O:32])=[CH:27][CH:26]=3)[CH:20]=[CH:21][C:22]=2[O:23][CH3:24])[CH2:11][CH2:10]1)[CH3:8])([CH3:4])([CH3:3])[CH3:2].[Cl:36][C:37]1[C:38]2[C:48]([F:49])=[CH:47][CH:46]=[C:45]([F:50])[C:39]=2[S:40][C:41]=1[C:42](Cl)=[O:43], predict the reaction product. The product is: [C:1]([O:5][C:6](=[O:35])[N:7]([CH:9]1[CH2:14][CH2:13][CH:12]([N:15]([C:42]([C:41]2[S:40][C:39]3[C:45]([F:50])=[CH:46][CH:47]=[C:48]([F:49])[C:38]=3[C:37]=2[Cl:36])=[O:43])[CH2:16][C:17]2[CH:18]=[C:19]([C:25]3[CH:30]=[CH:29][C:28]([S:31]([CH3:34])(=[O:32])=[O:33])=[CH:27][CH:26]=3)[CH:20]=[CH:21][C:22]=2[O:23][CH3:24])[CH2:11][CH2:10]1)[CH3:8])([CH3:3])([CH3:4])[CH3:2].